From a dataset of Peptide-MHC class II binding affinity with 134,281 pairs from IEDB. Regression. Given a peptide amino acid sequence and an MHC pseudo amino acid sequence, predict their binding affinity value. This is MHC class II binding data. (1) The peptide sequence is GYKVQTNGPWMQVPL. The MHC is HLA-DQA10501-DQB10303 with pseudo-sequence HLA-DQA10501-DQB10303. The binding affinity (normalized) is 0.387. (2) The peptide sequence is GNQEGSLKTALTGAM. The MHC is HLA-DQA10201-DQB10402 with pseudo-sequence HLA-DQA10201-DQB10402. The binding affinity (normalized) is 0.343. (3) The peptide sequence is GETLLRAVESYLLAH. The MHC is DRB1_1501 with pseudo-sequence DRB1_1501. The binding affinity (normalized) is 0.818. (4) The peptide sequence is CADILAIASRVLVTM. The MHC is DRB1_0701 with pseudo-sequence DRB1_0701. The binding affinity (normalized) is 0.461. (5) The peptide sequence is LVVLSELPDFLAKKG. The MHC is HLA-DQA10501-DQB10302 with pseudo-sequence HLA-DQA10501-DQB10302. The binding affinity (normalized) is 0.236. (6) The peptide sequence is MATRFMTDPHAMRDM. The MHC is HLA-DPA10103-DPB10201 with pseudo-sequence HLA-DPA10103-DPB10201. The binding affinity (normalized) is 0. (7) The peptide sequence is LVWMACHSAAFEDLR. The MHC is DRB3_0101 with pseudo-sequence DRB3_0101. The binding affinity (normalized) is 0.526. (8) The peptide sequence is FIKVRQYDQILIEICGKKAIGTV. The MHC is HLA-DPA10301-DPB10402 with pseudo-sequence HLA-DPA10301-DPB10402. The binding affinity (normalized) is 0.461. (9) The peptide sequence is LQLIRLAASLQHYGL. The MHC is HLA-DPA10103-DPB10301 with pseudo-sequence HLA-DPA10103-DPB10301. The binding affinity (normalized) is 0.725. (10) The peptide sequence is LSYRSLQPETFAVVD. The MHC is DRB1_1201 with pseudo-sequence DRB1_1201. The binding affinity (normalized) is 0.445.